Dataset: Full USPTO retrosynthesis dataset with 1.9M reactions from patents (1976-2016). Task: Predict the reactants needed to synthesize the given product. (1) Given the product [N:1]1([CH:7]2[CH2:12][CH2:11][N:10]([C:13]3[C:14]([CH:24]([NH2:33])[CH3:25])=[CH:15][C:16]([Cl:23])=[C:17]4[C:22]=3[N:21]=[CH:20][CH:19]=[CH:18]4)[CH2:9][CH2:8]2)[CH2:6][CH2:5][CH2:4][CH2:3][CH2:2]1, predict the reactants needed to synthesize it. The reactants are: [N:1]1([CH:7]2[CH2:12][CH2:11][N:10]([C:13]3[C:14]([C:24](=O)[CH3:25])=[CH:15][C:16]([Cl:23])=[C:17]4[C:22]=3[N:21]=[CH:20][CH:19]=[CH:18]4)[CH2:9][CH2:8]2)[CH2:6][CH2:5][CH2:4][CH2:3][CH2:2]1.C([O-])(=O)C.[NH4+].C([BH3-])#[N:33].[Na+].O1CCCC1. (2) Given the product [CH:1]([C:4]1[C:9]([O:10][CH2:29][CH2:28][O:30][CH2:31][CH3:32])=[CH:8][CH:7]=[C:6]([CH:11]([CH3:13])[CH3:12])[C:5]=1[NH:14][C:15](=[O:27])[CH2:16][N:17]1[CH2:22][CH2:21][N:20]([CH2:23][CH2:24][CH2:25][OH:26])[CH2:19][CH2:18]1)([CH3:2])[CH3:3], predict the reactants needed to synthesize it. The reactants are: [CH:1]([C:4]1[C:9]([OH:10])=[CH:8][CH:7]=[C:6]([CH:11]([CH3:13])[CH3:12])[C:5]=1[NH:14][C:15](=[O:27])[CH2:16][N:17]1[CH2:22][CH2:21][N:20]([CH2:23][CH2:24][CH2:25][OH:26])[CH2:19][CH2:18]1)([CH3:3])[CH3:2].[CH2:28]([O:30][CH2:31][CH2:32]Br)[CH3:29]. (3) Given the product [Br:5][C:6]1[CH:25]=[CH:24][C:9]2[C:10]3[N:11]([CH:15]=[C:16]([C:18]4[N:19]([CH:1]([CH3:3])[CH3:2])[CH:20]=[C:21]([CH3:23])[N:22]=4)[N:17]=3)[CH2:12][CH2:13][O:14][C:8]=2[CH:7]=1, predict the reactants needed to synthesize it. The reactants are: [CH:1](I)([CH3:3])[CH3:2].[Br:5][C:6]1[CH:25]=[CH:24][C:9]2[C:10]3[N:11]([CH:15]=[C:16]([C:18]4[NH:19][CH:20]=[C:21]([CH3:23])[N:22]=4)[N:17]=3)[CH2:12][CH2:13][O:14][C:8]=2[CH:7]=1.C(=O)([O-])[O-].[Cs+].[Cs+].O. (4) Given the product [CH3:21][O:20][C:14]1[CH:13]=[C:12]([CH2:11][CH2:10][C:8]2[N:9]=[C:4]3[CH:3]=[C:2]([C:45]4[CH:44]=[N:43][N:42]([CH2:41][C:40]([OH:56])=[O:39])[CH:46]=4)[N:22]([S:23]([C:26]4[CH:31]=[CH:30][CH:29]=[CH:28][CH:27]=4)(=[O:25])=[O:24])[C:5]3=[N:6][CH:7]=2)[CH:17]=[C:16]([O:18][CH3:19])[CH:15]=1, predict the reactants needed to synthesize it. The reactants are: Br[C:2]1[N:22]([S:23]([C:26]2[CH:31]=[CH:30][CH:29]=[CH:28][CH:27]=2)(=[O:25])=[O:24])[C:5]2=[N:6][CH:7]=[C:8]([CH2:10][CH2:11][C:12]3[CH:17]=[C:16]([O:18][CH3:19])[CH:15]=[C:14]([O:20][CH3:21])[CH:13]=3)[N:9]=[C:4]2[CH:3]=1.ClCCl.C([O:39][C:40](=[O:56])[CH2:41][N:42]1[CH:46]=[C:45](B2OC(C)(C)C(C)(C)O2)[CH:44]=[N:43]1)(C)(C)C.P([O-])([O-])([O-])=O.[K+].[K+].[K+].